From a dataset of Forward reaction prediction with 1.9M reactions from USPTO patents (1976-2016). Predict the product of the given reaction. Given the reactants Cl[C:2]1[N:7]=[C:6](Cl)[C:5]([F:9])=[CH:4][N:3]=1.[CH3:10][C:11]1[CH:17]=[CH:16][C:14]([NH2:15])=[CH:13][CH:12]=1, predict the reaction product. The product is: [CH3:10][C:11]1[CH:17]=[CH:16][C:14]([NH:15][C:2]2[N:7]=[C:6]([NH:15][C:14]3[CH:16]=[CH:17][C:11]([CH3:10])=[CH:12][CH:13]=3)[C:5]([F:9])=[CH:4][N:3]=2)=[CH:13][CH:12]=1.